From a dataset of Catalyst prediction with 721,799 reactions and 888 catalyst types from USPTO. Predict which catalyst facilitates the given reaction. (1) Reactant: F[C:2]1[CH:7]=[CH:6][C:5]([O:8][CH:9]([CH3:11])[CH3:10])=[CH:4][N:3]=1.[Br:12][C:13]1[CH:18]=[CH:17][C:16]([OH:19])=[CH:15][CH:14]=1.[H-].[Na+].C1OCCOCCOCCOCCOCCOC1.[OH-].[Na+]. Product: [Br:12][C:13]1[CH:18]=[CH:17][C:16]([O:19][C:2]2[CH:7]=[CH:6][C:5]([O:8][CH:9]([CH3:11])[CH3:10])=[CH:4][N:3]=2)=[CH:15][CH:14]=1. The catalyst class is: 16. (2) Reactant: [CH:1]1[C:13]2[NH:12][C:11]3[C:6](=[CH:7][CH:8]=[CH:9][CH:10]=3)[C:5]=2[CH:4]=[CH:3][CH:2]=1.[H-].[Na+].[H][H].[CH3:18][O:19][C:20](=[O:30])[C:21]1[CH:26]=[CH:25][C:24]([CH2:27][CH2:28]Br)=[CH:23][CH:22]=1. Product: [CH3:18][O:19][C:20](=[O:30])[C:21]1[CH:26]=[CH:25][C:24]([CH2:27][CH2:28][N:12]2[C:11]3[CH:10]=[CH:9][CH:8]=[CH:7][C:6]=3[C:5]3[C:13]2=[CH:1][CH:2]=[CH:3][CH:4]=3)=[CH:23][CH:22]=1. The catalyst class is: 39. (3) Reactant: [CH2:1]([C:5]1([O:33][CH3:34])[CH2:10][CH2:9][N:8]([C:11]2[CH:16]=[CH:15][C:14]([C:17]3[S:18][C:19]([C:22]4[CH:32]=[CH:31][C:25]([C:26](OCC)=[O:27])=[CH:24][CH:23]=4)=[CH:20][N:21]=3)=[CH:13][CH:12]=2)[CH2:7][CH2:6]1)[CH2:2][CH2:3][CH3:4].[H-].[Al+3].[Li+].[H-].[H-].[H-].C(OC(=O)C)C.Cl. Product: [CH2:1]([C:5]1([O:33][CH3:34])[CH2:6][CH2:7][N:8]([C:11]2[CH:12]=[CH:13][C:14]([C:17]3[S:18][C:19]([C:22]4[CH:23]=[CH:24][C:25]([CH2:26][OH:27])=[CH:31][CH:32]=4)=[CH:20][N:21]=3)=[CH:15][CH:16]=2)[CH2:9][CH2:10]1)[CH2:2][CH2:3][CH3:4]. The catalyst class is: 30.